Predict the reaction yield, written as a fraction of the theoretical maximum amount of product (1.0 means a 100% yield; for example, 0.34 means a 34% yield). From a dataset of Reaction yield outcomes from USPTO patents with 853,638 reactions. (1) The reactants are [CH3:1][O:2][C:3]1[C:4](C(O)=O)=[CH:5][C:6]2[C:11]([CH:12]=1)=[CH:10][CH:9]=[CH:8][CH:7]=2.CC[N:18]([CH2:21]C)CC.C1C=CC(P(N=[N+]=[N-])(C2C=CC=CC=2)=[O:30])=CC=1.[CH2:40]([OH:47])[C:41]1[CH:46]=[CH:45][CH:44]=[CH:43][CH:42]=1. The catalyst is C1(C)C=CC=CC=1. The product is [C:21]([NH:18][C:5]1[C:6]2[C:11](=[CH:10][CH:9]=[CH:8][CH:7]=2)[CH:12]=[C:3]([O:2][CH3:1])[CH:4]=1)([O:47][CH2:40][C:41]1[CH:46]=[CH:45][CH:44]=[CH:43][CH:42]=1)=[O:30]. The yield is 1.00. (2) The reactants are [CH:1]([CH:3](Cl)[C:4]1[CH:9]=[CH:8][CH:7]=[CH:6][CH:5]=1)=[CH2:2].[C:11](#[N:13])C.[C-]#N.[K+].CCCCCC. The catalyst is C1OCCOCCOCCOCCOCCOC1.O.C(OCC)(=O)C. The product is [CH:1]([CH:3]([C:11]#[N:13])[C:4]1[CH:9]=[CH:8][CH:7]=[CH:6][CH:5]=1)=[CH2:2]. The yield is 0.878. (3) The reactants are [C:1]([O:4][C@H:5]1[C@@H:28]([O:29][C:30](=[O:32])[CH3:31])[C@H:27]([O:33][C:34](=[O:36])[CH3:35])[C@@H:26]([CH2:37][O:38][C:39](=[O:41])[CH3:40])[O:25][C@@H:6]1[O:7][C:8]1[CH:13]=[CH:12][C:11]([N:14]2[C:22]3[C:17](=[CH:18][C:19]([NH2:23])=[CH:20][CH:21]=3)[CH:16]=[CH:15]2)=[CH:10][C:9]=1[Cl:24])(=[O:3])[CH3:2].C(Cl)Cl.[Cl:45][C:46]1[CH:54]=[CH:53][C:49]([C:50](Cl)=[O:51])=[CH:48][CH:47]=1. No catalyst specified. The product is [C:1]([O:4][C@H:5]1[C@@H:28]([O:29][C:30](=[O:32])[CH3:31])[C@H:27]([O:33][C:34](=[O:36])[CH3:35])[C@@H:26]([CH2:37][O:38][C:39](=[O:41])[CH3:40])[O:25][C@@H:6]1[O:7][C:8]1[CH:13]=[CH:12][C:11]([N:14]2[C:22]3[C:17](=[CH:18][C:19]([NH:23][C:50](=[O:51])[C:49]4[CH:53]=[CH:54][C:46]([Cl:45])=[CH:47][CH:48]=4)=[CH:20][CH:21]=3)[CH:16]=[CH:15]2)=[CH:10][C:9]=1[Cl:24])(=[O:3])[CH3:2]. The yield is 0.940. (4) The reactants are [C:1]([NH:4][C:5]1[CH:12]=[CH:11][C:8]([CH:9]=O)=[C:7]([F:13])[CH:6]=1)(=[O:3])[CH3:2].[NH2:14][NH:15][C:16]([NH2:18])=[S:17]. No catalyst specified. The product is [C:1]([NH:4][C:5]1[CH:12]=[CH:11][C:8]([CH:9]=[N:14][NH:15][C:16]([NH2:18])=[S:17])=[C:7]([F:13])[CH:6]=1)(=[O:3])[CH3:2]. The yield is 0.450. (5) The product is [Br:1][C:2]1[CH:8]=[CH:7][C:5]([NH2:6])=[C:4]([C:11]#[C:10][C:12]2[C:13]([CH3:18])=[N:14][O:15][C:16]=2[CH3:17])[CH:3]=1. The yield is 0.986. The catalyst is C1COCC1.C1C=CC([P]([Pd]([P](C2C=CC=CC=2)(C2C=CC=CC=2)C2C=CC=CC=2)([P](C2C=CC=CC=2)(C2C=CC=CC=2)C2C=CC=CC=2)[P](C2C=CC=CC=2)(C2C=CC=CC=2)C2C=CC=CC=2)(C2C=CC=CC=2)C2C=CC=CC=2)=CC=1.[Cu]I. The reactants are [Br:1][C:2]1[CH:8]=[CH:7][C:5]([NH2:6])=[C:4](I)[CH:3]=1.[C:10]([C:12]1[C:13]([CH3:18])=[N:14][O:15][C:16]=1[CH3:17])#[CH:11].C(N(CC)CC)C.